From a dataset of Reaction yield outcomes from USPTO patents with 853,638 reactions. Predict the reaction yield, written as a fraction of the theoretical maximum amount of product (1.0 means a 100% yield; for example, 0.34 means a 34% yield). (1) The reactants are [NH2:1][CH2:2][CH2:3][CH2:4][CH2:5][CH2:6][C:7](=[O:29])[CH2:8][S:9][C:10]([C:23]1[CH:28]=[CH:27][CH:26]=[CH:25][CH:24]=1)([C:17]1[CH:22]=[CH:21][CH:20]=[CH:19][CH:18]=1)[C:11]1[CH:16]=[CH:15][CH:14]=[CH:13][CH:12]=1.[C:30]1([N:36]=[C:37]=[O:38])[CH:35]=[CH:34][CH:33]=[CH:32][CH:31]=1. The catalyst is ClCCl. The product is [O:29]=[C:7]([CH2:8][S:9][C:10]([C:11]1[CH:12]=[CH:13][CH:14]=[CH:15][CH:16]=1)([C:17]1[CH:18]=[CH:19][CH:20]=[CH:21][CH:22]=1)[C:23]1[CH:28]=[CH:27][CH:26]=[CH:25][CH:24]=1)[CH2:6][CH2:5][CH2:4][CH2:3][CH2:2][NH:1][C:37]([NH:36][C:30]1[CH:35]=[CH:34][CH:33]=[CH:32][CH:31]=1)=[O:38]. The yield is 0.930. (2) The reactants are [CH3:1][N:2]([CH3:30])[CH2:3][CH2:4][CH2:5][NH:6][C:7]1[CH:8]=[C:9]([C:16]([CH3:29])([CH3:28])[C:17]([N:19]([CH2:24][CH:25]([CH3:27])[CH3:26])[CH2:20][CH:21]([CH3:23])[CH3:22])=[O:18])[CH:10]=[CH:11][C:12]=1[N+:13]([O-])=O. The catalyst is C(OCC)(=O)C.C(O)C.[Pd]. The product is [NH2:13][C:12]1[CH:11]=[CH:10][C:9]([C:16]([CH3:29])([CH3:28])[C:17]([N:19]([CH2:20][CH:21]([CH3:22])[CH3:23])[CH2:24][CH:25]([CH3:26])[CH3:27])=[O:18])=[CH:8][C:7]=1[NH:6][CH2:5][CH2:4][CH2:3][N:2]([CH3:30])[CH3:1]. The yield is 0.950. (3) The reactants are S(Cl)(Cl)=O.[OH:5][C:6]1[CH:14]=[CH:13][C:9]([C:10]([OH:12])=[O:11])=[CH:8][N:7]=1.[CH3:15]O. No catalyst specified. The product is [CH3:15][O:11][C:10]([C:9]1[CH:13]=[CH:14][C:6](=[O:5])[NH:7][CH:8]=1)=[O:12]. The yield is 0.680. (4) The product is [CH2:1]([C:8]1[C:12]2[CH:13]=[C:14]([CH3:18])[CH:15]=[C:16]([Br:17])[C:11]=2[O:10][C:9]=1[C:19]#[N:22])[C:2]1[CH:7]=[CH:6][CH:5]=[CH:4][CH:3]=1. The reactants are [CH2:1]([C:8]1[C:12]2[CH:13]=[C:14]([CH3:18])[CH:15]=[C:16]([Br:17])[C:11]=2[O:10][C:9]=1[CH:19]=O)[C:2]1[CH:7]=[CH:6][CH:5]=[CH:4][CH:3]=1.[OH-].[NH4+:22].II. The yield is 0.970. The catalyst is C1COCC1. (5) No catalyst specified. The product is [CH3:1][N:2]([CH2:3][CH2:4][C:5]#[C:6][C:7]1[CH:12]=[CH:11][CH:10]=[CH:9][N:8]=1)[C:20](=[O:21])[CH2:19][C:13]1[CH:18]=[CH:17][CH:16]=[CH:15][CH:14]=1. The reactants are [CH3:1][NH:2][CH2:3][CH2:4][C:5]#[C:6][C:7]1[CH:12]=[CH:11][CH:10]=[CH:9][N:8]=1.[C:13]1([CH2:19][C:20](Cl)=[O:21])[CH:18]=[CH:17][CH:16]=[CH:15][CH:14]=1. The yield is 0.740.